From a dataset of Forward reaction prediction with 1.9M reactions from USPTO patents (1976-2016). Predict the product of the given reaction. (1) Given the reactants [NH2:1][C:2]1[CH:7]=[CH:6][C:5](Br)=[CH:4][N:3]=1.[N:9]1([S:15]([C:18]2[CH:23]=[CH:22][C:21]([SH:24])=[CH:20][CH:19]=2)(=[O:17])=[O:16])[CH2:14][CH2:13][CH2:12][CH2:11][CH2:10]1.[Cl:25][C:26]1[CH:31]=[C:30]([Cl:32])[C:29]([CH3:33])=[CH:28][C:27]=1[S:34](Cl)(=[O:36])=[O:35], predict the reaction product. The product is: [Cl:25][C:26]1[CH:31]=[C:30]([Cl:32])[C:29]([CH3:33])=[CH:28][C:27]=1[S:34]([NH:1][C:2]1[CH:7]=[CH:6][C:5]([S:24][C:21]2[CH:20]=[CH:19][C:18]([S:15]([N:9]3[CH2:10][CH2:11][CH2:12][CH2:13][CH2:14]3)(=[O:17])=[O:16])=[CH:23][CH:22]=2)=[CH:4][N:3]=1)(=[O:36])=[O:35]. (2) Given the reactants [CH3:1][C:2]#[N:3].[C:4]([C:7]1[CH:12]=[CH:11][CH:10]=[CH:9][CH:8]=1)(=[O:6])[CH3:5].[NH4+].[Cl-], predict the reaction product. The product is: [OH:6][C:4]([C:7]1[CH:12]=[CH:11][CH:10]=[CH:9][CH:8]=1)([CH3:5])[CH2:1][C:2]#[N:3]. (3) Given the reactants [NH:1]1[CH2:6][CH2:5][NH:4][CH2:3][C:2]1=[O:7].I[C:9]1[CH:14]=[CH:13][CH:12]=[C:11]([N+:15]([O-:17])=[O:16])[CH:10]=1, predict the reaction product. The product is: [N+:15]([C:11]1[CH:10]=[C:9]([N:1]2[CH2:6][CH2:5][NH:4][CH2:3][C:2]2=[O:7])[CH:14]=[CH:13][CH:12]=1)([O-:17])=[O:16]. (4) Given the reactants [CH3:1][C:2]1[CH:3]=[CH:4][CH:5]=[C:6]2[C:10]=1[N:9]([CH2:11][CH2:12][O:13][CH3:14])[CH:8]=[C:7]2[C:15]([OH:17])=O.Cl.[Cl:19][C:20]1[CH:33]=[CH:32][C:31]([CH:34]2[CH2:39][CH2:38][NH:37][CH2:36][CH2:35]2)=[CH:30][C:21]=1[CH2:22][NH:23][C:24](=[O:29])[C:25]([F:28])([F:27])[F:26], predict the reaction product. The product is: [Cl:19][C:20]1[CH:33]=[CH:32][C:31]([CH:34]2[CH2:35][CH2:36][N:37]([C:15]([C:7]3[C:6]4[C:10](=[C:2]([CH3:1])[CH:3]=[CH:4][CH:5]=4)[N:9]([CH2:11][CH2:12][O:13][CH3:14])[CH:8]=3)=[O:17])[CH2:38][CH2:39]2)=[CH:30][C:21]=1[CH2:22][NH:23][C:24](=[O:29])[C:25]([F:27])([F:28])[F:26]. (5) Given the reactants FC(F)(F)C(O)=O.[CH2:8]([N:15]1[C@@H:20]2[C@H:21]([C:23]([OH:25])=O)[CH2:22][C@@:16]1([C:42]1[CH:47]=[CH:46][CH:45]=[CH:44][CH:43]=1)[C@H:17]([O:26][CH2:27][C:28]1[CH:33]=[C:32]([C:34]([F:37])([F:36])[F:35])[CH:31]=[C:30]([C:38]([F:41])([F:40])[F:39])[CH:29]=1)[CH2:18][CH2:19]2)[C:9]1[CH:14]=[CH:13][CH:12]=[CH:11][CH:10]=1.N.O1CCOCC1.C([N:57](CC)CC)C.Cl.CN(C)CCCN=C=NCC, predict the reaction product. The product is: [CH2:8]([N:15]1[C@@H:20]2[C@H:21]([C:23]([NH2:57])=[O:25])[CH2:22][C@@:16]1([C:42]1[CH:43]=[CH:44][CH:45]=[CH:46][CH:47]=1)[C@H:17]([O:26][CH2:27][C:28]1[CH:33]=[C:32]([C:34]([F:35])([F:37])[F:36])[CH:31]=[C:30]([C:38]([F:39])([F:41])[F:40])[CH:29]=1)[CH2:18][CH2:19]2)[C:9]1[CH:10]=[CH:11][CH:12]=[CH:13][CH:14]=1. (6) Given the reactants Cl[C:2]1[N:3]=[C:4]([N:23]2[CH2:28][CH2:27][O:26][CH2:25][CH2:24]2)[C:5]2[S:10][C:9]([CH2:11][N:12]3[CH2:17][CH2:16][N:15]([C:18](=[O:22])[C@@H:19]([OH:21])[CH3:20])[CH2:14][CH2:13]3)=[CH:8][C:6]=2[N:7]=1.B(O)(O)[C:30]1[CH:35]=[N:34][C:33]([O:36][CH3:37])=[N:32][CH:31]=1, predict the reaction product. The product is: [OH:21][C@@H:19]([CH3:20])[C:18]([N:15]1[CH2:16][CH2:17][N:12]([CH2:11][C:9]2[S:10][C:5]3[C:4]([N:23]4[CH2:28][CH2:27][O:26][CH2:25][CH2:24]4)=[N:3][C:2]([C:30]4[CH:31]=[N:32][C:33]([O:36][CH3:37])=[N:34][CH:35]=4)=[N:7][C:6]=3[CH:8]=2)[CH2:13][CH2:14]1)=[O:22].